Dataset: Catalyst prediction with 721,799 reactions and 888 catalyst types from USPTO. Task: Predict which catalyst facilitates the given reaction. (1) Reactant: [CH3:1][C:2]1[N:7]=[C:6]([C:8]2[CH:13]=[CH:12][CH:11]=[C:10]([C:14]3[CH:15]=[C:16]([S:20](Cl)(=[O:22])=[O:21])[CH:17]=[CH:18][CH:19]=3)[N:9]=2)[CH:5]=[C:4]([C:24]2[CH:29]=[CH:28][C:27]([C:30]([F:33])([F:32])[F:31])=[CH:26][CH:25]=2)[CH:3]=1.[CH2:34]([NH2:36])[CH3:35].C(N(CC)CC)C. Product: [CH2:34]([NH:36][S:20]([C:16]1[CH:17]=[CH:18][CH:19]=[C:14]([C:10]2[N:9]=[C:8]([C:6]3[CH:5]=[C:4]([C:24]4[CH:25]=[CH:26][C:27]([C:30]([F:31])([F:33])[F:32])=[CH:28][CH:29]=4)[CH:3]=[C:2]([CH3:1])[N:7]=3)[CH:13]=[CH:12][CH:11]=2)[CH:15]=1)(=[O:22])=[O:21])[CH3:35]. The catalyst class is: 49. (2) Reactant: CN(C)S([N:6]1[CH:10]=[C:9]([CH:11]([C:13]2[CH:18]=[CH:17][CH:16]=[C:15]([F:19])[C:14]=2[F:20])[CH3:12])[N:8]=[C:7]1[Si](C(C)(C)C)(C)C)(=O)=O.N. Product: [F:20][C:14]1[C:15]([F:19])=[CH:16][CH:17]=[CH:18][C:13]=1[CH:11]([C:9]1[N:8]=[CH:7][NH:6][CH:10]=1)[CH3:12]. The catalyst class is: 33.